The task is: Predict the reaction yield, written as a fraction of the theoretical maximum amount of product (1.0 means a 100% yield; for example, 0.34 means a 34% yield).. This data is from Reaction yield outcomes from USPTO patents with 853,638 reactions. (1) The reactants are C([O:4][CH2:5][C:6]1[CH:7]=[C:8]2[CH:14]=[CH:13][O:12][C:9]2=[CH:10][N:11]=1)(=O)C.[OH-].[Na+]. The catalyst is O1CCOCC1.O. The product is [O:12]1[C:9]2=[CH:10][N:11]=[C:6]([CH2:5][OH:4])[CH:7]=[C:8]2[CH:14]=[CH:13]1. The yield is 0.700. (2) The reactants are [C:1]([C:3]1[N:4]=[CH:5][C:6]2[CH:11]=[C:10]([CH2:12][N:13]3[C:18](=[O:19])[CH2:17][N:16](C(O)=O)[CH2:15][C:14]3=[O:23])[N:9]([CH2:24][C:25]([CH3:28])([CH3:27])[CH3:26])[C:7]=2[N:8]=1)#[N:2].C(O)(C(F)(F)F)=O. The catalyst is C(Cl)Cl. The product is [CH3:26][C:25]([CH3:28])([CH3:27])[CH2:24][N:9]1[C:7]2[N:8]=[C:3]([C:1]#[N:2])[N:4]=[CH:5][C:6]=2[CH:11]=[C:10]1[CH2:12][N:13]1[C:14](=[O:23])[CH2:15][NH:16][CH2:17][C:18]1=[O:19]. The yield is 0.885. (3) The reactants are O=P12OP3(OP(OP(O3)(O1)=O)(=O)O2)=O.[OH:15][CH:16]([C:33]1[CH:38]=[CH:37][CH:36]=[CH:35][C:34]=1[O:39][CH3:40])[CH2:17][O:18][C:19]1[CH:32]=[CH:31][C:22]([CH2:23][CH:24]2[S:28][C:27](=[O:29])[NH:26][C:25]2=[O:30])=[CH:21][CH:20]=1.CS(C)=O.C(N(CC)C(C)C)(C)C.C([O-])(O)=O.[Na+]. The catalyst is C(Cl)Cl. The product is [CH3:40][O:39][C:34]1[CH:35]=[CH:36][CH:37]=[CH:38][C:33]=1[C:16](=[O:15])[CH2:17][O:18][C:19]1[CH:32]=[CH:31][C:22]([CH2:23][CH:24]2[S:28][C:27](=[O:29])[NH:26][C:25]2=[O:30])=[CH:21][CH:20]=1. The yield is 0.880. (4) The reactants are [Cl:1][C:2]1[CH:10]=[C:6]([C:7]([OH:9])=[O:8])[C:5]([OH:11])=[CH:4][CH:3]=1.O=S(Cl)Cl.[CH3:16]O. No catalyst specified. The product is [Cl:1][C:2]1[CH:3]=[CH:4][C:5]([OH:11])=[C:6]([CH:10]=1)[C:7]([O:9][CH3:16])=[O:8]. The yield is 0.740. (5) The reactants are [CH2:1]([S:3]([C:6]1[CH:7]=[C:8]([C:12]2[CH:17]=[C:16]([C:18]([F:21])([F:20])[F:19])[C:15]([CH3:22])=[C:14]([N+:23]([O-])=O)[C:13]=2[C:26]2[C:27]([F:33])=[N:28][CH:29]=[C:30]([CH3:32])[CH:31]=2)[CH:9]=[CH:10][CH:11]=1)(=[O:5])=[O:4])[CH3:2].CC(O)=O. The catalyst is [Fe].O. The product is [CH2:1]([S:3]([C:6]1[CH:7]=[C:8]([C:12]2[CH:17]=[C:16]([C:18]([F:19])([F:20])[F:21])[C:15]([CH3:22])=[C:14]([NH2:23])[C:13]=2[C:26]2[C:27]([F:33])=[N:28][CH:29]=[C:30]([CH3:32])[CH:31]=2)[CH:9]=[CH:10][CH:11]=1)(=[O:5])=[O:4])[CH3:2]. The yield is 0.830. (6) The reactants are [C:1]([C:3]1[CH:18]=[CH:17][C:6]([O:7][C:8]2[CH:16]=[CH:15][C:11]([C:12]([OH:14])=O)=[CH:10][CH:9]=2)=[CH:5][CH:4]=1)#[N:2].[NH2:19][CH2:20][C:21]([NH2:24])([CH3:23])[CH3:22]. The catalyst is C1COCC1. The product is [NH2:24][C:21]([CH3:23])([CH3:22])[CH2:20][NH:19][C:12](=[O:14])[C:11]1[CH:10]=[CH:9][C:8]([O:7][C:6]2[CH:5]=[CH:4][C:3]([C:1]#[N:2])=[CH:18][CH:17]=2)=[CH:16][CH:15]=1. The yield is 0.380. (7) The reactants are Cl[C:2]1[N:7]=[C:6]([NH:8][CH2:9][CH2:10][C:11]2[C:19]3[O:18][CH2:17][C:16]([CH3:21])([CH3:20])[C:15]=3[CH:14]=[CH:13][CH:12]=2)[CH:5]=[CH:4][N:3]=1.[CH3:22][N:23]1[CH2:28][CH2:27][N:26]([C:29]2[CH:34]=[CH:33][C:32](B3OC(C)(C)C(C)(C)O3)=[CH:31][N:30]=2)[CH2:25][CH2:24]1.C([O-])([O-])=O.[Na+].[Na+].C1(P(C2CCCCC2)C2C=CC=CC=2C2C(OC)=C(S(O[Na])(=O)=O)C=CC=2OC)CCCCC1.N#N. The catalyst is CC(O)C.CC([O-])=O.CC([O-])=O.[Pd+2]. The product is [CH3:20][C:16]1([CH3:21])[C:15]2[CH:14]=[CH:13][CH:12]=[C:11]([CH2:10][CH2:9][NH:8][C:6]3[CH:5]=[C:4]([C:32]4[CH:31]=[N:30][C:29]([N:26]5[CH2:25][CH2:24][N:23]([CH3:22])[CH2:28][CH2:27]5)=[CH:34][CH:33]=4)[N:3]=[CH:2][N:7]=3)[C:19]=2[O:18][CH2:17]1. The yield is 0.360.